Dataset: Full USPTO retrosynthesis dataset with 1.9M reactions from patents (1976-2016). Task: Predict the reactants needed to synthesize the given product. Given the product [CH2:24]([N:22]1[CH2:21][CH2:20][C:16]2[N:17]=[CH:18][N:19]=[C:14]([O:13][C@H:10]3[CH2:11][CH2:12][NH:8][CH2:9]3)[C:15]=2[CH2:23]1)[C:25]1[CH:30]=[CH:29][CH:28]=[CH:27][CH:26]=1, predict the reactants needed to synthesize it. The reactants are: C(OC([N:8]1[CH2:12][CH2:11][C@H:10]([O:13][C:14]2[C:15]3[CH2:23][N:22]([CH2:24][C:25]4[CH:30]=[CH:29][CH:28]=[CH:27][CH:26]=4)[CH2:21][CH2:20][C:16]=3[N:17]=[CH:18][N:19]=2)[CH2:9]1)=O)(C)(C)C.C(O)(C(F)(F)F)=O.